The task is: Predict the reaction yield, written as a fraction of the theoretical maximum amount of product (1.0 means a 100% yield; for example, 0.34 means a 34% yield).. This data is from Reaction yield outcomes from USPTO patents with 853,638 reactions. (1) The reactants are [CH:1]([C:3]1[CH:11]=[CH:10][C:6]([C:7]([OH:9])=[O:8])=[CH:5][CH:4]=1)=O.[CH3:12][N:13]1[CH2:18][CH2:17][NH:16][CH2:15][CH2:14]1.[H][H]. The catalyst is CO.[Pt]. The product is [CH3:12][N:13]1[CH2:18][CH2:17][N:16]([CH2:1][C:3]2[CH:11]=[CH:10][C:6]([C:7]([OH:9])=[O:8])=[CH:5][CH:4]=2)[CH2:15][CH2:14]1. The yield is 0.700. (2) The reactants are [F:1][C:2]([F:33])([F:32])[C:3]1[CH:4]=[C:5]([CH:25]=[C:26]([C:28]([F:31])([F:30])[F:29])[CH:27]=1)[CH2:6][N:7]([CH3:24])[C:8](=[O:23])[C:9]1[C:14]([C:15]2[CH:20]=[CH:19][CH:18]=[CH:17][C:16]=2[CH3:21])=[CH:13][C:12](I)=[N:11][CH:10]=1.[CH3:34][O:35][C:36]([C:38]1[CH:43]=[CH:42][C:41](B(O)O)=[CH:40][CH:39]=1)=[O:37].P([O-])([O-])([O-])=O.[K+].[K+].[K+].P(OC)(OC)OC. The catalyst is O1CCOCC1.C1C=CC(/C=C/C(/C=C/C2C=CC=CC=2)=O)=CC=1.C1C=CC(/C=C/C(/C=C/C2C=CC=CC=2)=O)=CC=1.C1C=CC(/C=C/C(/C=C/C2C=CC=CC=2)=O)=CC=1.[Pd].[Pd]. The product is [CH3:34][O:35][C:36](=[O:37])[C:38]1[CH:43]=[CH:42][C:41]([C:12]2[CH:13]=[C:14]([C:15]3[CH:20]=[CH:19][CH:18]=[CH:17][C:16]=3[CH3:21])[C:9]([C:8](=[O:23])[N:7]([CH2:6][C:5]3[CH:4]=[C:3]([C:2]([F:1])([F:32])[F:33])[CH:27]=[C:26]([C:28]([F:29])([F:31])[F:30])[CH:25]=3)[CH3:24])=[CH:10][N:11]=2)=[CH:40][CH:39]=1. The yield is 0.250. (3) The reactants are [CH3:1][N:2]([CH3:12])[S:3]([C:6]1[CH:11]=[CH:10][CH:9]=[CH:8][CH:7]=1)(=[O:5])=[O:4].C([Li])CCC.CN(C)[CH:20]=[O:21].S(=O)(O)[O-].[Na+].C(=O)([O-])[O-].[Na+].[Na+]. The catalyst is O.C1COCC1. The product is [CH:20]([C:11]1[CH:10]=[CH:9][CH:8]=[CH:7][C:6]=1[S:3]([N:2]([CH3:12])[CH3:1])(=[O:4])=[O:5])=[O:21]. The yield is 0.560. (4) The reactants are [OH:1][N:2]=[C:3]([C:6]1[CH:11]=[CH:10][CH:9]=[C:8]([O:12][C:13]2[CH:18]=[CH:17][CH:16]=[CH:15][CH:14]=2)[CH:7]=1)[C:4]#N.[OH-:19].[K+].[CH2:21]([OH:23])C.Cl. The catalyst is O. The product is [OH:1]/[N:2]=[C:3](/[C:6]1[CH:11]=[CH:10][CH:9]=[C:8]([O:12][C:13]2[CH:18]=[CH:17][CH:16]=[CH:15][CH:14]=2)[CH:7]=1)\[C:4]([O:23][CH3:21])=[O:19]. The yield is 0.330. (5) The reactants are [Br:1][C:2]1[C:3]([CH:7]=[O:8])=[N:4][NH:5][CH:6]=1.[H-].[Na+].[CH3:11][Si:12]([CH3:19])([CH3:18])[CH2:13][CH2:14][O:15][CH2:16]Cl. The catalyst is CN(C=O)C. The product is [Br:1][C:2]1[C:3]([CH:7]=[O:8])=[N:4][N:5]([CH2:16][O:15][CH2:14][CH2:13][Si:12]([CH3:19])([CH3:18])[CH3:11])[CH:6]=1. The yield is 0.290. (6) The reactants are Br[C:2]1[C:7](=[O:8])[N:6]([CH2:9][C:10]2[CH:15]=[CH:14][C:13]([C:16]3[C:17]([C:22]#[N:23])=[CH:18][CH:19]=[CH:20][CH:21]=3)=[CH:12][CH:11]=2)[C:5]([CH2:24][CH2:25][CH3:26])=[N:4][C:3]=1[CH2:27][CH3:28].[O:29]1[C:33]2[CH:34]=[CH:35][C:36](B(O)O)=[CH:37][C:32]=2[CH2:31][CH2:30]1.C(=O)([O-])[O-].[Cs+].[Cs+]. The catalyst is O1CCOCC1.C(OCC)(=O)C.C1C=CC(P(C2C=CC=CC=2)[C-]2C=CC=C2)=CC=1.C1C=CC(P(C2C=CC=CC=2)[C-]2C=CC=C2)=CC=1.Cl[Pd]Cl.[Fe+2]. The product is [O:29]1[C:33]2[CH:34]=[CH:35][C:36]([C:2]3[C:7](=[O:8])[N:6]([CH2:9][C:10]4[CH:15]=[CH:14][C:13]([C:16]5[C:17]([C:22]#[N:23])=[CH:18][CH:19]=[CH:20][CH:21]=5)=[CH:12][CH:11]=4)[C:5]([CH2:24][CH2:25][CH3:26])=[N:4][C:3]=3[CH2:27][CH3:28])=[CH:37][C:32]=2[CH2:31][CH2:30]1. The yield is 0.870. (7) The reactants are [NH2:1][C:2]1[N:7]2[N:8]=[C:9]([C:11]3[O:12][CH:13]=[CH:14][CH:15]=3)[N:10]=[C:6]2[CH:5]=[C:4]([C:16]2[CH2:17][CH2:18][NH:19][CH2:20][CH:21]=2)[N:3]=1.[O:22]([CH2:24][CH2:25]Br)[CH3:23].C(N(CC)CC)C. The catalyst is CN(C=O)C. The product is [NH2:1][C:2]1[N:7]2[N:8]=[C:9]([C:11]3[O:12][CH:13]=[CH:14][CH:15]=3)[N:10]=[C:6]2[CH:5]=[C:4]([C:16]2[CH2:17][CH2:18][N:19]([CH2:25][CH2:24][O:22][CH3:23])[CH2:20][CH:21]=2)[N:3]=1. The yield is 0.120. (8) The reactants are C(OC(=O)[NH:7][CH:8]1[CH2:13][CH2:12][N:11]([CH2:14][CH:15]([C:23]2[CH:28]=[CH:27][C:26]([Cl:29])=[C:25]([Cl:30])[CH:24]=2)[C:16]2([OH:22])[CH2:21][CH2:20][CH2:19][CH2:18][CH2:17]2)[CH2:10][CH2:9]1)(C)(C)C.[ClH:32]. The product is [ClH:29].[ClH:32].[NH2:7][CH:8]1[CH2:13][CH2:12][N:11]([CH2:14][CH:15]([C:16]2([OH:22])[CH2:21][CH2:20][CH2:19][CH2:18][CH2:17]2)[C:23]2[CH:28]=[CH:27][C:26]([Cl:29])=[C:25]([Cl:30])[CH:24]=2)[CH2:10][CH2:9]1. The yield is 0.820. The catalyst is C(OCC)C.O1CCOCC1.